Dataset: Forward reaction prediction with 1.9M reactions from USPTO patents (1976-2016). Task: Predict the product of the given reaction. (1) Given the reactants [CH2:1]([O:8][C:9]([NH:11][CH2:12][CH2:13][CH2:14][CH2:15][CH:16]([C:22]([O-])=O)[C:17]([O:19][CH2:20][CH3:21])=[O:18])=[O:10])[C:2]1[CH:7]=[CH:6][CH:5]=[CH:4][CH:3]=1.C=O.C(NCC)C, predict the reaction product. The product is: [CH2:1]([O:8][C:9]([NH:11][CH2:12][CH2:13][CH2:14][CH2:15][C:16](=[CH2:22])[C:17]([O:19][CH2:20][CH3:21])=[O:18])=[O:10])[C:2]1[CH:3]=[CH:4][CH:5]=[CH:6][CH:7]=1. (2) Given the reactants [N+:1]([C:4]1[C:10]([C:11]([F:14])([F:13])[F:12])=[CH:9][CH:8]=[CH:7][C:5]=1[NH2:6])([O-:3])=[O:2].Br[C:16]1[CH:21]=[CH:20][C:19]([O:22][CH3:23])=[CH:18][C:17]=1[Cl:24], predict the reaction product. The product is: [Cl:24][C:17]1[CH:18]=[C:19]([O:22][CH3:23])[CH:20]=[CH:21][C:16]=1[NH:6][C:5]1[CH:7]=[CH:8][CH:9]=[C:10]([C:11]([F:12])([F:13])[F:14])[C:4]=1[N+:1]([O-:3])=[O:2].